Dataset: Forward reaction prediction with 1.9M reactions from USPTO patents (1976-2016). Task: Predict the product of the given reaction. Given the reactants [CH3:1][O:2][C:3]1[CH:8]=[C:7]([O:9][CH3:10])[CH:6]=[CH:5][C:4]=1[C:11]1[C:19]2[C:14](=[N:15][C:16]([NH2:20])=[N:17][CH:18]=2)[N:13]([CH3:21])[N:12]=1.[S:22](=O)(=[O:25])([OH:24])[OH:23], predict the reaction product. The product is: [NH2:20][C:16]1[N:15]=[C:14]2[N:13]([CH3:21])[N:12]=[C:11]([C:4]3[C:3]([O:2][CH3:1])=[CH:8][C:7]([O:9][CH3:10])=[C:6]([S:22]([OH:25])(=[O:24])=[O:23])[CH:5]=3)[C:19]2=[CH:18][N:17]=1.